From a dataset of Reaction yield outcomes from USPTO patents with 853,638 reactions. Predict the reaction yield, written as a fraction of the theoretical maximum amount of product (1.0 means a 100% yield; for example, 0.34 means a 34% yield). (1) No catalyst specified. The product is [CH3:17][O:18][C:19]1[CH:27]=[CH:26][C:22]([C:23]2[O:14][C:13]([C:3]3[C:4]([C:7]4[CH:12]=[CH:11][CH:10]=[CH:9][CH:8]=4)=[N:5][O:6][C:2]=3[CH3:1])=[N:15][N:16]=2)=[CH:21][CH:20]=1. The reactants are [CH3:1][C:2]1[O:6][N:5]=[C:4]([C:7]2[CH:12]=[CH:11][CH:10]=[CH:9][CH:8]=2)[C:3]=1[C:13]([NH:15][NH2:16])=[O:14].[CH3:17][O:18][C:19]1[CH:27]=[CH:26][C:22]([C:23](O)=O)=[CH:21][CH:20]=1. The yield is 0.630. (2) The reactants are [CH3:1][N:2]([S:23]([C:26]1[S:27][CH:28]=[CH:29][CH:30]=1)(=[O:25])=[O:24])[C:3]1[CH:4]=[CH:5][CH:6]=[C:7]2[C:11]=1[NH:10][C:9]([C:12]1[S:13][CH:14]([CH2:17][C:18]([O:20]CC)=[O:19])[CH2:15][N:16]=1)=[CH:8]2.[OH-].[K+].C(O)(=O)CC(CC(O)=O)(C(O)=O)O. The catalyst is O1CCCC1.CO. The product is [CH3:1][N:2]([S:23]([C:26]1[S:27][CH:28]=[CH:29][CH:30]=1)(=[O:25])=[O:24])[C:3]1[CH:4]=[CH:5][CH:6]=[C:7]2[C:11]=1[NH:10][C:9]([C:12]1[S:13][CH:14]([CH2:17][C:18]([OH:20])=[O:19])[CH2:15][N:16]=1)=[CH:8]2. The yield is 0.830.